Dataset: Catalyst prediction with 721,799 reactions and 888 catalyst types from USPTO. Task: Predict which catalyst facilitates the given reaction. (1) Reactant: [F:1][C:2]([F:26])([C:16]1C=CC(C(F)(F)F)=CC=1)[C:3]([F:15])([F:14])[C:4]1[CH:9]=[CH:8][C:7](C(F)(F)F)=[CH:6][CH:5]=1.[Mn]([O-])(=O)(=O)=[O:28].[K+].[OH2:33]. Product: [F:1][C:2]([F:26])([C:3]([F:15])([F:14])[C:4]1[CH:9]=[CH:8][CH:7]=[CH:6][CH:5]=1)[C:16]([OH:28])=[O:33]. The catalyst class is: 107. (2) Reactant: [CH2:1]([O:8][C:9]1[CH:14]=[CH:13][CH:12]=[C:11](Br)[N:10]=1)[C:2]1[CH:7]=[CH:6][CH:5]=[CH:4][CH:3]=1.[NH:16]1[CH2:20][CH2:19][CH2:18][CH2:17]1.O. Product: [CH2:1]([O:8][C:9]1[CH:14]=[CH:13][CH:12]=[C:11]([N:16]2[CH2:20][CH2:19][CH2:18][CH2:17]2)[N:10]=1)[C:2]1[CH:7]=[CH:6][CH:5]=[CH:4][CH:3]=1. The catalyst class is: 175. (3) Reactant: [CH3:1][C:2]1[CH:12]=[C:11]([C:13](=[N:21][O:22][CH2:23][C:24]2[CH:29]=[CH:28][C:27]([C:30]([F:33])([F:32])[F:31])=[CH:26][CH:25]=2)[CH2:14][C:15]2[CH:20]=[CH:19][CH:18]=[CH:17][CH:16]=2)[CH:10]=[CH:9][C:3]=1[O:4][CH2:5][C:6]([OH:8])=O.Cl.[CH2:35]([O:37][C:38](=[O:41])[CH2:39][NH2:40])[CH3:36].C1C=CC2N(O)N=NC=2C=1.CCN=C=NCCCN(C)C.C(N1CCOCC1)C. Product: [CH3:1][C:2]1[CH:12]=[C:11]([C:13](=[N:21][O:22][CH2:23][C:24]2[CH:29]=[CH:28][C:27]([C:30]([F:31])([F:33])[F:32])=[CH:26][CH:25]=2)[CH2:14][C:15]2[CH:20]=[CH:19][CH:18]=[CH:17][CH:16]=2)[CH:10]=[CH:9][C:3]=1[O:4][CH2:5][C:6]([NH:40][CH2:39][C:38]([O:37][CH2:35][CH3:36])=[O:41])=[O:8]. The catalyst class is: 3.